This data is from Forward reaction prediction with 1.9M reactions from USPTO patents (1976-2016). The task is: Predict the product of the given reaction. (1) The product is: [C:46]([C:50]1[O:54][N:53]=[C:52]([NH:55][C:38]([NH:22][C:19]2[CH:20]=[CH:21][C:16]([C:13]3[N:10]4[CH:11]=[CH:12][C:7]([C:4]5[CH:5]=[CH:6][N:1]=[CH:2][CH:3]=5)=[CH:8][C:9]4=[N:15][CH:14]=3)=[CH:17][C:18]=2[C:23]([F:26])([F:25])[F:24])=[O:44])[CH:51]=1)([CH3:49])([CH3:48])[CH3:47]. Given the reactants [N:1]1[CH:6]=[CH:5][C:4]([C:7]2[CH:12]=[CH:11][N:10]3[C:13]([C:16]4[CH:21]=[CH:20][C:19]([NH2:22])=[C:18]([C:23]([F:26])([F:25])[F:24])[CH:17]=4)=[CH:14][N:15]=[C:9]3[CH:8]=2)=[CH:3][CH:2]=1.C(N(CC)CC)C.ClC(Cl)(O[C:38](=[O:44])OC(Cl)(Cl)Cl)Cl.[C:46]([C:50]1[O:54][N:53]=[C:52]([NH2:55])[CH:51]=1)([CH3:49])([CH3:48])[CH3:47], predict the reaction product. (2) Given the reactants C(N(CC)CC)C.[NH2:8][C:9]1[N:17]=[C:16]([CH3:18])[CH:15]=[CH:14][C:10]=1[C:11]([OH:13])=O.[CH3:19][O:20][C:21]1[CH:26]=[CH:25][C:24]([O:27][C:28]2[CH:35]=[CH:34][C:31]([CH2:32][NH2:33])=[CH:30][CH:29]=2)=[CH:23][CH:22]=1.CN([P+](ON1N=NC2C=CC=CC1=2)(N(C)C)N(C)C)C.F[P-](F)(F)(F)(F)F, predict the reaction product. The product is: [CH3:19][O:20][C:21]1[CH:22]=[CH:23][C:24]([O:27][C:28]2[CH:35]=[CH:34][C:31]([CH2:32][NH:33][C:11](=[O:13])[C:10]3[CH:14]=[CH:15][C:16]([CH3:18])=[N:17][C:9]=3[NH2:8])=[CH:30][CH:29]=2)=[CH:25][CH:26]=1.